Dataset: Forward reaction prediction with 1.9M reactions from USPTO patents (1976-2016). Task: Predict the product of the given reaction. Given the reactants [CH2:1]([O:3][C:4]([C:6]1([C:9]2[CH:14]=[CH:13][C:12]([C:15]3[CH:20]=[CH:19][C:18]([C:21]4[S:22][C:23]([F:29])=[CH:24][C:25]=4C(O)=O)=[CH:17][CH:16]=3)=[CH:11][CH:10]=2)[CH2:8][CH2:7]1)=[O:5])[CH3:2].C([N:32]([CH2:35]C)CC)C.C1(P(N=[N+]=[N-])(C2C=CC=CC=2)=[O:44])C=CC=CC=1.[Cl:54][C:55]1[CH:60]=[CH:59][C:58]([C@H:61]([OH:63])[CH3:62])=[CH:57][CH:56]=1.[Cl-].[NH4+], predict the reaction product. The product is: [CH2:1]([O:3][C:4]([C:6]1([C:9]2[CH:10]=[CH:11][C:12]([C:15]3[CH:20]=[CH:19][C:18]([C:21]4[S:22][C:23]([F:29])=[CH:24][C:25]=4[NH:32][C:35]([O:63][C@@H:61]([C:58]4[CH:59]=[CH:60][C:55]([Cl:54])=[CH:56][CH:57]=4)[CH3:62])=[O:44])=[CH:17][CH:16]=3)=[CH:13][CH:14]=2)[CH2:7][CH2:8]1)=[O:5])[CH3:2].